From a dataset of Retrosynthesis with 50K atom-mapped reactions and 10 reaction types from USPTO. Predict the reactants needed to synthesize the given product. (1) The reactants are: Cc1ccc(NC(=O)c2cccc(C(F)(F)F)c2)cc1I.O=[N+]([O-])c1cccc(B(O)O)c1. Given the product Cc1ccc(NC(=O)c2cccc(C(F)(F)F)c2)cc1-c1cccc([N+](=O)[O-])c1, predict the reactants needed to synthesize it. (2) The reactants are: Cc1ccoc1C(=O)O.Nc1cccc(C2CN=C3c4ccccc4NC(=O)N3C2)c1. Given the product Cc1ccoc1C(=O)Nc1cccc(C2CN=C3c4ccccc4NC(=O)N3C2)c1, predict the reactants needed to synthesize it. (3) Given the product CC1=NN(c2ccc(C)c(C)c2)C(=O)C1=NNc1cccc(-c2cccc(C(N)=O)c2)c1O, predict the reactants needed to synthesize it. The reactants are: CC1=NN(c2ccc(C)c(C)c2)C(=O)/C1=N\Nc1cccc(-c2cccc(C(=O)Cl)c2)c1O.CN1CCCC1=O.